From a dataset of Forward reaction prediction with 1.9M reactions from USPTO patents (1976-2016). Predict the product of the given reaction. (1) The product is: [NH2:1][C:2]1[CH:7]=[CH:6][CH:5]=[CH:4][C:3]=1[NH:8][C:9](=[O:28])[C:10]1[CH:15]=[CH:14][C:13]([CH2:16][N:17]2[CH2:25][C:24]3[C:19](=[CH:20][CH:21]=[CH:22][C:23]=3[C:32]3[CH:33]=[CH:34][C:35]([CH3:36])=[C:30]([F:29])[CH:31]=3)[C:18]2=[O:27])=[CH:12][CH:11]=1. Given the reactants [NH2:1][C:2]1[CH:7]=[CH:6][CH:5]=[CH:4][C:3]=1[NH:8][C:9](=[O:28])[C:10]1[CH:15]=[CH:14][C:13]([CH2:16][N:17]2[CH2:25][C:24]3[C:19](=[CH:20][CH:21]=[CH:22][C:23]=3Br)[C:18]2=[O:27])=[CH:12][CH:11]=1.[F:29][C:30]1[CH:31]=[C:32](B(O)O)[CH:33]=[CH:34][C:35]=1[CH3:36], predict the reaction product. (2) Given the reactants [NH2:1][C:2]1[CH:7]=[CH:6][C:5]([CH3:8])=[CH:4][C:3]=1[OH:9].Br[CH2:11][C:12]([C:14]1[CH:19]=[CH:18][C:17]([C:20]([F:23])([F:22])[F:21])=[CH:16][CH:15]=1)=O, predict the reaction product. The product is: [CH3:8][C:5]1[CH:6]=[CH:7][C:2]2[N:1]=[C:12]([C:14]3[CH:15]=[CH:16][C:17]([C:20]([F:21])([F:22])[F:23])=[CH:18][CH:19]=3)[CH2:11][O:9][C:3]=2[CH:4]=1. (3) Given the reactants [H-].[H-].[H-].[H-].[Li+].[Al+3].[Cl:7][C:8]1[CH:22]=[CH:21][C:11]([CH2:12][CH:13]2[CH2:18][CH2:17][N:16]([N:19]=O)[CH2:15][CH2:14]2)=[CH:10][CH:9]=1.CCOCC.O, predict the reaction product. The product is: [NH2:19][N:16]1[CH2:17][CH2:18][CH:13]([CH2:12][C:11]2[CH:10]=[CH:9][C:8]([Cl:7])=[CH:22][CH:21]=2)[CH2:14][CH2:15]1. (4) Given the reactants Br[C:2]1[CH:3]=[C:4]2[C:9](=[CH:10][CH:11]=1)[C:8](=[O:12])[NH:7][CH2:6][CH2:5]2.[Br:13]C1C=C2C(CCC2=O)=CC=1, predict the reaction product. The product is: [Br:13][C:11]1[CH:10]=[C:9]2[C:4]([CH2:5][CH2:6][NH:7][C:8]2=[O:12])=[CH:3][CH:2]=1. (5) The product is: [Cl:1][C:2]1[CH:3]=[CH:4][C:5]([C:8]2[S:9][CH:10]=[CH:11][C:12]=2[CH2:13][C:14]([NH:20][CH2:18][CH3:19])=[O:16])=[CH:6][CH:7]=1. Given the reactants [Cl:1][C:2]1[CH:7]=[CH:6][C:5]([C:8]2[S:9][CH:10]=[CH:11][C:12]=2[CH2:13][C:14]([OH:16])=O)=[CH:4][CH:3]=1.Cl.[CH2:18]([NH2:20])[CH3:19].C1CN([P+](ON2N=NC3C=CC=CC2=3)(N2CCCC2)N2CCCC2)CC1.F[P-](F)(F)(F)(F)F.C(N(CC)CC)C, predict the reaction product. (6) Given the reactants [Cl:1][C:2]1[CH:7]=[CH:6][C:5](/[CH:8]=[CH:9]/[C:10]([N:12]2[CH2:17][CH2:16][C:15]([CH2:19][N:20]3[CH:24]=[C:23]([C:25]([O:27]CC)=[O:26])[CH:22]=[N:21]3)([OH:18])[CH2:14][CH2:13]2)=[O:11])=[C:4]([CH2:30][N:31]2[N:35]=[N:34][C:33]([CH3:36])=[N:32]2)[CH:3]=1.[OH-].[Na+], predict the reaction product. The product is: [Cl:1][C:2]1[CH:7]=[CH:6][C:5](/[CH:8]=[CH:9]/[C:10]([N:12]2[CH2:17][CH2:16][C:15]([CH2:19][N:20]3[CH:24]=[C:23]([C:25]([OH:27])=[O:26])[CH:22]=[N:21]3)([OH:18])[CH2:14][CH2:13]2)=[O:11])=[C:4]([CH2:30][N:31]2[N:35]=[N:34][C:33]([CH3:36])=[N:32]2)[CH:3]=1. (7) Given the reactants [CH2:1]([O:8][C:9]1[CH:17]=[C:16]2[C:12]([CH:13]=[CH:14][NH:15]2)=[CH:11][CH:10]=1)[C:2]1[CH:7]=[CH:6][CH:5]=[CH:4][CH:3]=1.C([BH3-])#N.[Na+], predict the reaction product. The product is: [CH2:1]([O:8][C:9]1[CH:17]=[C:16]2[C:12]([CH2:13][CH2:14][NH:15]2)=[CH:11][CH:10]=1)[C:2]1[CH:3]=[CH:4][CH:5]=[CH:6][CH:7]=1.